From a dataset of Full USPTO retrosynthesis dataset with 1.9M reactions from patents (1976-2016). Predict the reactants needed to synthesize the given product. (1) Given the product [F:1][C:2]1[CH:3]=[C:4]2[C:8](=[CH:9][CH:10]=1)[N:7]([NH:11][C:12]([C:14]1[C:15]([CH3:26])=[N:16][C:17]([C:20]3[CH:25]=[CH:24][CH:23]=[CH:22][N:21]=3)=[N:18][CH:19]=1)=[O:13])[CH:6]=[C:5]2[CH2:27][OH:28], predict the reactants needed to synthesize it. The reactants are: [F:1][C:2]1[CH:3]=[C:4]2[C:8](=[CH:9][CH:10]=1)[N:7]([NH:11][C:12]([C:14]1[C:15]([CH3:26])=[N:16][C:17]([C:20]3[CH:25]=[CH:24][CH:23]=[CH:22][N:21]=3)=[N:18][CH:19]=1)=[O:13])[CH:6]=[C:5]2[CH:27]=[O:28].[BH4-].[Na+].Cl. (2) Given the product [F:14][C:15]1[C:35]([F:36])=[CH:34][CH:33]=[CH:32][C:16]=1[CH2:17][N:18]1[C:22]2=[N:23][C:24]([CH3:27])=[N:25][CH:26]=[C:21]2[C:20]([C:28]2[N:29]=[N:30][C:7]([C:2]([CH3:13])([CH3:1])[C:3]([O:5][CH3:6])=[O:4])=[C:8]([OH:9])[N:31]=2)=[N:19]1, predict the reactants needed to synthesize it. The reactants are: [CH3:1][C:2]([CH3:13])([C:7](=O)[C:8](OC)=[O:9])[C:3]([O:5][CH3:6])=[O:4].[F:14][C:15]1[C:35]([F:36])=[CH:34][CH:33]=[CH:32][C:16]=1[CH2:17][N:18]1[C:22]2=[N:23][C:24]([CH3:27])=[N:25][CH:26]=[C:21]2[C:20]([C:28](=[NH:31])[NH:29][NH2:30])=[N:19]1. (3) Given the product [OH:8][CH2:9][CH2:10][N:11]1[C:19]2[CH2:18][CH2:17][CH2:16][CH:15]([NH:20][C:21](=[O:40])[CH2:22][C@@H:23]3[C:28](=[O:29])[NH:27][CH2:26][CH2:25][N:24]3[S:30]([C:33]3[CH:39]=[CH:38][C:36]([CH3:37])=[CH:35][CH:34]=3)(=[O:31])=[O:32])[C:14]=2[CH:13]=[N:12]1, predict the reactants needed to synthesize it. The reactants are: [Si]([O:8][CH2:9][CH2:10][N:11]1[C:19]2[CH2:18][CH2:17][CH2:16][CH:15]([NH:20][C:21](=[O:40])[CH2:22][C@@H:23]3[C:28](=[O:29])[NH:27][CH2:26][CH2:25][N:24]3[S:30]([C:33]3[CH:39]=[CH:38][C:36]([CH3:37])=[CH:35][CH:34]=3)(=[O:32])=[O:31])[C:14]=2[CH:13]=[N:12]1)(C(C)(C)C)(C)C.CC(O)=O.CCCC[N+](CCCC)(CCCC)CCCC.[F-]. (4) Given the product [NH2:38][CH2:39][CH:40]([NH:48][C:6]([C:5]1[CH:9]=[CH:10][C:2]([Cl:1])=[C:3]([NH:11][C:12]([C:14]2[C:15](=[O:31])[NH:16][C:17]3[C:22]([CH:23]=2)=[CH:21][C:20]([O:24][CH2:25][CH2:26][O:27][CH3:28])=[C:19]([O:29][CH3:30])[CH:18]=3)=[O:13])[CH:4]=1)=[O:8])[C:41]1[CH:46]=[CH:45][CH:44]=[C:43]([Cl:47])[CH:42]=1, predict the reactants needed to synthesize it. The reactants are: [Cl:1][C:2]1[CH:10]=[CH:9][C:5]([C:6]([OH:8])=O)=[CH:4][C:3]=1[NH:11][C:12]([C:14]1[C:15](=[O:31])[NH:16][C:17]2[C:22]([CH:23]=1)=[CH:21][C:20]([O:24][CH2:25][CH2:26][O:27][CH3:28])=[C:19]([O:29][CH3:30])[CH:18]=2)=[O:13].C(OC(=O)[NH:38][CH2:39][CH:40]([NH2:48])[C:41]1[CH:46]=[CH:45][CH:44]=[C:43]([Cl:47])[CH:42]=1)(C)(C)C. (5) Given the product [Cl-:1].[F:36][C:32]1[CH:31]=[C:30]([CH:22]([C:23]2[CH:28]=[CH:27][CH:26]=[C:25]([F:29])[CH:24]=2)[O:21][C:20]([NH:19][C@@H:13]2[CH:14]3[CH2:17][CH2:18][N+:11]([CH2:2][C:3](=[O:4])[C:5]4[CH:10]=[CH:9][CH:8]=[CH:7][CH:6]=4)([CH2:16][CH2:15]3)[CH2:12]2)=[O:37])[CH:35]=[CH:34][CH:33]=1, predict the reactants needed to synthesize it. The reactants are: [Cl:1][CH2:2][C:3]([C:5]1[CH:10]=[CH:9][CH:8]=[CH:7][CH:6]=1)=[O:4].[N:11]12[CH2:18][CH2:17][CH:14]([CH2:15][CH2:16]1)[C@@H:13]([NH:19][C:20](=[O:37])[O:21][CH:22]([C:30]1[CH:35]=[CH:34][CH:33]=[C:32]([F:36])[CH:31]=1)[C:23]1[CH:28]=[CH:27][CH:26]=[C:25]([F:29])[CH:24]=1)[CH2:12]2. (6) The reactants are: Br[C:2]1[CH:3]=[C:4]([C:8]2[CH:9]=[C:10]3[C:15](=[N:16][CH:17]=2)[N:14]([C:18]([NH2:20])=[O:19])[CH2:13][CH2:12][CH2:11]3)[CH:5]=[N:6][CH:7]=1.[Br:21]C1C=CN=CC=1I. Given the product [Br:21][C:3]1[CH:2]=[CH:7][N:6]=[CH:5][C:4]=1[C:8]1[CH:9]=[C:10]2[C:15](=[N:16][CH:17]=1)[N:14]([C:18]([NH2:20])=[O:19])[CH2:13][CH2:12][CH2:11]2, predict the reactants needed to synthesize it. (7) Given the product [ClH:24].[N:11]1([C:14]2[CH:15]=[N:16][C:17]3[C:22]([CH:23]=2)=[CH:21][CH:20]=[CH:19][CH:18]=3)[CH2:10][CH2:9][NH:8][CH2:13][CH2:12]1, predict the reactants needed to synthesize it. The reactants are: C(OC([N:8]1[CH2:13][CH2:12][N:11]([C:14]2[CH:15]=[N:16][C:17]3[C:22]([CH:23]=2)=[CH:21][CH:20]=[CH:19][CH:18]=3)[CH2:10][CH2:9]1)=O)(C)(C)C.[ClH:24].